Dataset: Catalyst prediction with 721,799 reactions and 888 catalyst types from USPTO. Task: Predict which catalyst facilitates the given reaction. (1) Reactant: [Cl:1][C:2]1[C:10]2[O:9][CH:8]([CH2:11][NH2:12])[CH2:7][C:6]=2[CH:5]=[CH:4][CH:3]=1.[CH3:13][C:14]([O:17][C:18](O[C:18]([O:17][C:14]([CH3:16])([CH3:15])[CH3:13])=[O:19])=[O:19])([CH3:16])[CH3:15].C(N(CC)CC)C.O. Product: [Cl:1][C:2]1[C:10]2[O:9][CH:8]([CH2:11][NH:12][C:18](=[O:19])[O:17][C:14]([CH3:16])([CH3:15])[CH3:13])[CH2:7][C:6]=2[CH:5]=[CH:4][CH:3]=1. The catalyst class is: 4. (2) Reactant: [NH:1]1[C:9]2[C:4](=[CH:5][CH:6]=[CH:7][CH:8]=2)[C:3]([CH:10]2[CH2:15][CH2:14][N:13]([C:16]3[CH:21]=[CH:20][C:19]([C:22]([F:25])([F:24])[F:23])=[CH:18][N:17]=3)[CH2:12][CH2:11]2)=[CH:2]1.[OH-].[Na+].[OH-].C([N+](CCCC)(CCCC)CCCC)CCC.[F:46][C:47]1[CH:54]=[CH:53][C:50]([CH2:51]Br)=[CH:49][CH:48]=1. Product: [F:46][C:47]1[CH:54]=[CH:53][C:50]([CH2:51][N:1]2[C:9]3[C:4](=[CH:5][CH:6]=[CH:7][CH:8]=3)[C:3]([CH:10]3[CH2:11][CH2:12][N:13]([C:16]4[CH:21]=[CH:20][C:19]([C:22]([F:24])([F:23])[F:25])=[CH:18][N:17]=4)[CH2:14][CH2:15]3)=[CH:2]2)=[CH:49][CH:48]=1. The catalyst class is: 1. (3) Reactant: [CH2:1]([O:8][C:9]([CH:11]1[CH2:15][CH2:14][C:13](=[O:16])[NH:12]1)=[O:10])[C:2]1[CH:7]=[CH:6][CH:5]=[CH:4][CH:3]=1.C(N([CH2:22][CH3:23])CC)C. Product: [CH2:1]([O:8][C:9]([N:12]1[C:13](=[O:16])[CH2:14][CH2:15][CH:11]1[C:9]([O:8][CH2:1][C:2]1[CH:3]=[CH:4][CH:5]=[CH:6][CH:7]=1)=[O:10])=[O:10])[CH2:2][CH2:3][CH:22]=[CH2:23]. The catalyst class is: 4. (4) Reactant: C([O:8][C:9]1[CH:10]=[CH:11][C:12]2[C:13]3[N:14]([CH2:22][CH2:23][N:24]=3)[C:15]([NH2:21])=[N:16][C:17]=2[C:18]=1[O:19][CH3:20])C1C=CC=CC=1.[C:25]([OH:31])([C:27]([F:30])([F:29])[F:28])=[O:26]. Product: [F:28][C:27]([F:30])([F:29])[C:25]([OH:31])=[O:26].[F:28][C:27]([F:30])([F:29])[C:25]([OH:31])=[O:26].[NH2:21][C:15]1[N:14]2[CH2:22][CH2:23][N:24]=[C:13]2[C:12]2[CH:11]=[CH:10][C:9]([OH:8])=[C:18]([O:19][CH3:20])[C:17]=2[N:16]=1. The catalyst class is: 5. (5) Reactant: C([O:8][C:9]1[CH:14]=[CH:13][C:12](/[CH:15]=[CH:16]/[CH2:17][CH:18]2[O:22][CH2:21][CH2:20][O:19]2)=[CH:11][CH:10]=1)C1C=CC=CC=1. Product: [OH:8][C:9]1[CH:14]=[CH:13][C:12]([CH2:15][CH2:16][CH2:17][CH:18]2[O:19][CH2:20][CH2:21][O:22]2)=[CH:11][CH:10]=1. The catalyst class is: 481. (6) Reactant: Cl[C:2]1[C:7]([CH:8]([CH2:13][CH2:14][CH3:15])[C:9]([O:11][CH3:12])=[O:10])=[C:6]([Cl:16])[N:5]=[C:4]([N:17]2[CH2:22][CH2:21][CH2:20][CH2:19][CH2:18]2)[N:3]=1.B(O)(O)[C:24]1[CH:25]=[CH:26][C:27]([CH3:30])=[CH:28][CH:29]=1.C(N(CC)C(C)C)(C)C. Product: [Cl:16][C:6]1[C:7]([CH:8]([CH2:13][CH2:14][CH3:15])[C:9]([O:11][CH3:12])=[O:10])=[C:2]([C:24]2[CH:29]=[CH:28][C:27]([CH3:30])=[CH:26][CH:25]=2)[N:3]=[C:4]([N:17]2[CH2:22][CH2:21][CH2:20][CH2:19][CH2:18]2)[N:5]=1. The catalyst class is: 659.